Dataset: Full USPTO retrosynthesis dataset with 1.9M reactions from patents (1976-2016). Task: Predict the reactants needed to synthesize the given product. (1) Given the product [Cl:1][C:2]1[CH:10]=[CH:9][C:8]([S:11]([CH3:14])(=[O:13])=[O:12])=[CH:7][C:3]=1[C:4]([N:29]1[CH2:28][CH2:27][N:26]([C:19]2[CH:20]=[C:21]([Cl:25])[C:22]([O:23][CH3:24])=[C:17]([Cl:16])[CH:18]=2)[CH2:31][CH2:30]1)=[O:6], predict the reactants needed to synthesize it. The reactants are: [Cl:1][C:2]1[CH:10]=[CH:9][C:8]([S:11]([CH3:14])(=[O:13])=[O:12])=[CH:7][C:3]=1[C:4]([OH:6])=O.Cl.[Cl:16][C:17]1[CH:18]=[C:19]([N:26]2[CH2:31][CH2:30][NH:29][CH2:28][CH2:27]2)[CH:20]=[C:21]([Cl:25])[C:22]=1[O:23][CH3:24]. (2) Given the product [CH3:1][C:2]1[N:27]([CH3:28])[C:5]2[CH:6]=[C:7]([CH2:22][OH:23])[C:8]3[CH2:9][CH2:10][C:11]4([NH:20][C:21]=3[C:4]=2[N:3]=1)[CH2:12][C:13]1[C:18](=[CH:17][CH:16]=[CH:15][CH:14]=1)[CH2:19]4, predict the reactants needed to synthesize it. The reactants are: [CH3:1][C:2]1[N:27]([CH3:28])[C:5]2[CH:6]=[C:7]([C:22](OCC)=[O:23])[C:8]3[CH2:9][CH2:10][C:11]4([NH:20][C:21]=3[C:4]=2[N:3]=1)[CH2:19][C:18]1[C:13](=[CH:14][CH:15]=[CH:16][CH:17]=1)[CH2:12]4.[H-].C([Al+]CC(C)C)C(C)C.O.O.O.O.C([C@@H]([C@H](C([O-])=O)O)O)([O-])=O.[Na+].[K+]. (3) Given the product [Si:5]([O:8][CH:9]1[CH2:13][CH:12]2[CH:11]([CH:16]2[C:17]([O:19][CH2:20][CH3:21])=[O:18])[CH2:10]1)([C:1]([CH3:4])([CH3:2])[CH3:3])([CH3:7])[CH3:6], predict the reactants needed to synthesize it. The reactants are: [C:1]([Si:5]([O:8][CH:9]1[CH2:13][CH:12]=[CH:11][CH2:10]1)([CH3:7])[CH3:6])([CH3:4])([CH3:3])[CH3:2].[N+](=[CH:16][C:17]([O:19][CH2:20][CH3:21])=[O:18])=[N-]. (4) Given the product [CH2:26]([CH:22]1[O:23][CH2:24][CH2:25][N:20]([C:18]2[N:19]=[C:14]([NH:13][C@@H:10]3[CH2:11][CH2:12][NH:8][CH2:9]3)[C:15]3[CH:36]=[CH:35][N:34]=[CH:33][C:16]=3[N:17]=2)[CH2:21]1)[C:27]1[CH:28]=[CH:29][CH:30]=[CH:31][CH:32]=1, predict the reactants needed to synthesize it. The reactants are: C(OC([N:8]1[CH2:12][CH2:11][C@@H:10]([NH:13][C:14]2[C:15]3[CH:36]=[CH:35][N:34]=[CH:33][C:16]=3[N:17]=[C:18]([N:20]3[CH2:25][CH2:24][O:23][CH:22]([CH2:26][C:27]4[CH:32]=[CH:31][CH:30]=[CH:29][CH:28]=4)[CH2:21]3)[N:19]=2)[CH2:9]1)=O)(C)(C)C. (5) Given the product [CH3:16][N:12]1[C:13](=[O:15])[C:14]2[C:6]([S:5][CH2:4][CH2:3][CH2:2][NH:1][C:36](=[O:37])[CH2:35][O:34][CH3:33])=[C:7]([CH2:22][C:23]3[C:32]4[C:27](=[CH:28][CH:29]=[CH:30][CH:31]=4)[CH:26]=[CH:25][CH:24]=3)[S:8][C:9]=2[N:10]([CH2:18][CH:19]([CH3:20])[CH3:21])[C:11]1=[O:17], predict the reactants needed to synthesize it. The reactants are: [NH2:1][CH2:2][CH2:3][CH2:4][S:5][C:6]1[C:14]2[C:13](=[O:15])[N:12]([CH3:16])[C:11](=[O:17])[N:10]([CH2:18][CH:19]([CH3:21])[CH3:20])[C:9]=2[S:8][C:7]=1[CH2:22][C:23]1[C:32]2[C:27](=[CH:28][CH:29]=[CH:30][CH:31]=2)[CH:26]=[CH:25][CH:24]=1.[CH3:33][O:34][CH2:35][C:36](Cl)=[O:37].